The task is: Regression. Given two drug SMILES strings and cell line genomic features, predict the synergy score measuring deviation from expected non-interaction effect.. This data is from NCI-60 drug combinations with 297,098 pairs across 59 cell lines. (1) Drug 1: C1C(C(OC1N2C=NC3=C(N=C(N=C32)Cl)N)CO)O. Drug 2: C1=CN(C=N1)CC(O)(P(=O)(O)O)P(=O)(O)O. Cell line: RXF 393. Synergy scores: CSS=8.02, Synergy_ZIP=-2.53, Synergy_Bliss=-1.61, Synergy_Loewe=0.205, Synergy_HSA=0.361. (2) Drug 1: CCC(=C(C1=CC=CC=C1)C2=CC=C(C=C2)OCCN(C)C)C3=CC=CC=C3.C(C(=O)O)C(CC(=O)O)(C(=O)O)O. Drug 2: CNC(=O)C1=NC=CC(=C1)OC2=CC=C(C=C2)NC(=O)NC3=CC(=C(C=C3)Cl)C(F)(F)F. Cell line: OVCAR-8. Synergy scores: CSS=-0.899, Synergy_ZIP=0.00491, Synergy_Bliss=-0.0869, Synergy_Loewe=-1.56, Synergy_HSA=-1.12. (3) Drug 1: C1CCC(C1)C(CC#N)N2C=C(C=N2)C3=C4C=CNC4=NC=N3. Drug 2: CC1=C(C=C(C=C1)C(=O)NC2=CC(=CC(=C2)C(F)(F)F)N3C=C(N=C3)C)NC4=NC=CC(=N4)C5=CN=CC=C5. Cell line: MCF7. Synergy scores: CSS=1.66, Synergy_ZIP=5.41, Synergy_Bliss=7.37, Synergy_Loewe=5.09, Synergy_HSA=5.68. (4) Drug 1: CNC(=O)C1=CC=CC=C1SC2=CC3=C(C=C2)C(=NN3)C=CC4=CC=CC=N4. Drug 2: CC12CCC3C(C1CCC2=O)CC(=C)C4=CC(=O)C=CC34C. Cell line: KM12. Synergy scores: CSS=21.7, Synergy_ZIP=0.381, Synergy_Bliss=-1.24, Synergy_Loewe=-1.09, Synergy_HSA=-0.113. (5) Drug 1: C1=NC(=NC(=O)N1C2C(C(C(O2)CO)O)O)N. Drug 2: C1=CN(C=N1)CC(O)(P(=O)(O)O)P(=O)(O)O. Cell line: CCRF-CEM. Synergy scores: CSS=25.8, Synergy_ZIP=1.86, Synergy_Bliss=1.59, Synergy_Loewe=-11.7, Synergy_HSA=-0.171. (6) Drug 1: CN(C)N=NC1=C(NC=N1)C(=O)N. Drug 2: CC1CCCC2(C(O2)CC(NC(=O)CC(C(C(=O)C(C1O)C)(C)C)O)C(=CC3=CSC(=N3)C)C)C. Cell line: SN12C. Synergy scores: CSS=1.07, Synergy_ZIP=-1.79, Synergy_Bliss=-1.98, Synergy_Loewe=-3.99, Synergy_HSA=-2.00. (7) Drug 1: CC12CCC3C(C1CCC2O)C(CC4=C3C=CC(=C4)O)CCCCCCCCCS(=O)CCCC(C(F)(F)F)(F)F. Drug 2: CC1C(C(CC(O1)OC2CC(CC3=C2C(=C4C(=C3O)C(=O)C5=CC=CC=C5C4=O)O)(C(=O)C)O)N)O. Cell line: MOLT-4. Synergy scores: CSS=36.6, Synergy_ZIP=2.46, Synergy_Bliss=-0.680, Synergy_Loewe=-16.9, Synergy_HSA=-3.88.